This data is from Peptide-MHC class I binding affinity with 185,985 pairs from IEDB/IMGT. The task is: Regression. Given a peptide amino acid sequence and an MHC pseudo amino acid sequence, predict their binding affinity value. This is MHC class I binding data. (1) The MHC is Mamu-A02 with pseudo-sequence Mamu-A02. The binding affinity (normalized) is 0.635. The peptide sequence is NGTYDYPKY. (2) The MHC is HLA-B08:01 with pseudo-sequence HLA-B08:01. The peptide sequence is AMAMKIATA. The binding affinity (normalized) is 0.643. (3) The peptide sequence is FRFGDPMPF. The MHC is HLA-A68:02 with pseudo-sequence HLA-A68:02. The binding affinity (normalized) is 0.0847. (4) The peptide sequence is MPFDPSELV. The MHC is HLA-A02:03 with pseudo-sequence HLA-A02:03. The binding affinity (normalized) is 0.0847. (5) The MHC is HLA-B15:02 with pseudo-sequence HLA-B15:02. The binding affinity (normalized) is 0.623. The peptide sequence is YARAGSSSH. (6) The peptide sequence is NTMCTEETK. The MHC is HLA-A11:01 with pseudo-sequence HLA-A11:01. The binding affinity (normalized) is 0.692. (7) The peptide sequence is SIINFEKL. The MHC is H-2-Dd with pseudo-sequence H-2-Dd. The binding affinity (normalized) is 0.0278. (8) The peptide sequence is IRLRPGGKK. The MHC is HLA-B44:03 with pseudo-sequence HLA-B44:03. The binding affinity (normalized) is 0.